Dataset: Catalyst prediction with 721,799 reactions and 888 catalyst types from USPTO. Task: Predict which catalyst facilitates the given reaction. (1) Reactant: Br[CH:2]([CH2:6][CH2:7][CH2:8][CH2:9][CH2:10][CH2:11][CH2:12][CH2:13][CH2:14][CH2:15][CH2:16][CH2:17][CH2:18][CH3:19])[C:3]([OH:5])=[O:4].[OH-:20].[K+]. Product: [OH:20][CH:2]([CH2:6][CH2:7][CH2:8][CH2:9][CH2:10][CH2:11][CH2:12][CH2:13][CH2:14][CH2:15][CH2:16][CH2:17][CH2:18][CH3:19])[C:3]([OH:5])=[O:4]. The catalyst class is: 6. (2) Reactant: [CH2:1]([C:3]1[CH:8]=[CH:7][C:6]([C:9]2[CH:10]=[N:11][CH:12]=[C:13]([O:15][CH3:16])[CH:14]=2)=[CH:5][CH:4]=1)[CH3:2]. Product: [CH2:1]([C:3]1[CH:4]=[CH:5][C:6]([CH:9]2[CH2:14][CH:13]([O:15][CH3:16])[CH2:12][NH:11][CH2:10]2)=[CH:7][CH:8]=1)[CH3:2]. The catalyst class is: 15.